Dataset: Full USPTO retrosynthesis dataset with 1.9M reactions from patents (1976-2016). Task: Predict the reactants needed to synthesize the given product. (1) Given the product [O:1]1[C:8]2[CH:7]=[C:6]([C:9]([O:11][CH:17]([O:16][C:12](=[O:15])[CH2:13][CH3:14])[CH:18]([CH3:20])[CH3:19])=[O:10])[NH:5][C:4]=2[CH:3]=[CH:2]1, predict the reactants needed to synthesize it. The reactants are: [O:1]1[C:8]2[CH:7]=[C:6]([C:9]([OH:11])=[O:10])[NH:5][C:4]=2[CH:3]=[CH:2]1.[C:12]([O:16][CH:17](Cl)[CH:18]([CH3:20])[CH3:19])(=[O:15])[CH2:13][CH3:14]. (2) Given the product [OH:42][C:34]1[CH:33]=[CH:32][C:31]([C@@H:29]([OH:30])[CH2:28][NH:27][CH:17]2[CH2:18][CH2:19][N:14]([C:11]3[CH:10]=[CH:9][C:8]([CH:7]=[C:6]4[S:5][C:4]([N:21]5[CH2:26][CH2:25][CH2:24][CH2:23][CH2:22]5)=[N:3][C:2]4=[O:1])=[CH:13][CH:12]=3)[CH2:15][CH2:16]2)=[CH:36][C:35]=1[NH:37][S:38]([CH3:41])(=[O:40])=[O:39], predict the reactants needed to synthesize it. The reactants are: [O:1]=[C:2]1[C:6](=[CH:7][C:8]2[CH:13]=[CH:12][C:11]([N:14]3[CH2:19][CH2:18][C:17](=O)[CH2:16][CH2:15]3)=[CH:10][CH:9]=2)[S:5][C:4]([N:21]2[CH2:26][CH2:25][CH2:24][CH2:23][CH2:22]2)=[N:3]1.[NH2:27][CH2:28][C@@H:29]([C:31]1[CH:32]=[CH:33][C:34]([OH:42])=[C:35]([NH:37][S:38]([CH3:41])(=[O:40])=[O:39])[CH:36]=1)[OH:30]. (3) Given the product [CH3:14][O:5][C:4](=[O:6])[C:3]1[CH:7]=[C:8]([N+:11]([O-:13])=[O:12])[CH:9]=[CH:10][C:2]=1[F:1], predict the reactants needed to synthesize it. The reactants are: [F:1][C:2]1[CH:10]=[CH:9][C:8]([N+:11]([O-:13])=[O:12])=[CH:7][C:3]=1[C:4]([OH:6])=[O:5].[CH3:14]O.S(=O)(=O)(O)O. (4) Given the product [CH2:21]([O:28][C:29]([NH:31][CH2:32][C:33](=[O:39])[CH2:34][CH2:35][C:36]([O:18][CH2:17][CH2:16][N:11]1[CH:12]=[CH:13][C:14](=[O:15])[C:9]([O:8][CH2:1][C:2]2[CH:3]=[CH:4][CH:5]=[CH:6][CH:7]=2)=[C:10]1[CH2:19][CH3:20])=[O:37])=[O:30])[C:22]1[CH:23]=[CH:24][CH:25]=[CH:26][CH:27]=1, predict the reactants needed to synthesize it. The reactants are: [CH2:1]([O:8][C:9]1[C:14](=[O:15])[CH:13]=[CH:12][N:11]([CH2:16][CH2:17][OH:18])[C:10]=1[CH2:19][CH3:20])[C:2]1[CH:7]=[CH:6][CH:5]=[CH:4][CH:3]=1.[CH2:21]([O:28][C:29]([NH:31][CH2:32][C:33](=[O:39])[CH2:34][CH2:35][C:36](O)=[O:37])=[O:30])[C:22]1[CH:27]=[CH:26][CH:25]=[CH:24][CH:23]=1.C1(N=C=NC2CCCCC2)CCCCC1. (5) Given the product [F:39][C:20]1[CH:19]=[C:18]([NH:17][C:12]([NH:10][C:8](=[O:9])[CH2:7][C:1]2[CH:6]=[CH:5][CH:4]=[CH:3][CH:2]=2)=[O:13])[CH:38]=[CH:37][C:21]=1[O:22][C:23]1[CH:28]=[CH:27][N:26]=[C:25]([NH:29][C:30]([N:32]2[CH2:33][CH2:34][CH2:35][CH2:36]2)=[O:31])[CH:24]=1, predict the reactants needed to synthesize it. The reactants are: [C:1]1([CH2:7][C:8]([NH2:10])=[O:9])[CH:6]=[CH:5][CH:4]=[CH:3][CH:2]=1.C(Cl)(=O)[C:12](Cl)=[O:13].[NH2:17][C:18]1[CH:38]=[CH:37][C:21]([O:22][C:23]2[CH:28]=[CH:27][N:26]=[C:25]([NH:29][C:30]([N:32]3[CH2:36][CH2:35][CH2:34][CH2:33]3)=[O:31])[CH:24]=2)=[C:20]([F:39])[CH:19]=1.C(OCC)(=O)C. (6) Given the product [CH:14]1([CH2:17][NH:11][CH2:10][CH2:9][C:6]2[CH:5]=[CH:4][C:3]([C:2]([F:12])([F:13])[F:1])=[CH:8][CH:7]=2)[CH2:16][CH2:15]1, predict the reactants needed to synthesize it. The reactants are: [F:1][C:2]([F:13])([F:12])[C:3]1[CH:8]=[CH:7][C:6]([CH2:9][CH2:10][NH2:11])=[CH:5][CH:4]=1.[CH:14]1([CH:17]=O)[CH2:16][CH2:15]1.